Predict the product of the given reaction. From a dataset of Forward reaction prediction with 1.9M reactions from USPTO patents (1976-2016). (1) Given the reactants [CH3:1][N:2]1[C:9]([CH3:10])=[C:8]([N+:11]([O-:13])=[O:12])[C:6](=[O:7])[N:5]([CH3:14])[C:3]1=[O:4].CO[CH:17](OC)[N:18]([CH3:20])[CH3:19].C(OCC)C, predict the reaction product. The product is: [CH3:1][N:2]1[C:9]([CH:10]=[CH:17][N:18]([CH3:20])[CH3:19])=[C:8]([N+:11]([O-:13])=[O:12])[C:6](=[O:7])[N:5]([CH3:14])[C:3]1=[O:4]. (2) Given the reactants [Li][CH3:2].Cl[Si](C)(C)C.[CH3:8][O:9][C:10](=[O:18])[CH:11]=[C:12]1[CH2:17][CH2:16][CH2:15][CH2:14][CH2:13]1.[NH4+].[Cl-], predict the reaction product. The product is: [CH3:8][O:9][C:10](=[O:18])[CH2:11][C:12]1([CH3:2])[CH2:13][CH2:14][CH2:15][CH2:16][CH2:17]1. (3) Given the reactants C(OC(=O)[NH:7][CH:8]([CH2:13][NH:14][CH:15]([C:31](=[O:37])[NH:32][C:33]([CH3:36])([CH3:35])[CH3:34])[CH2:16][C:17]1[CH:22]=[CH:21][C:20]([O:23][CH2:24][C:25]2[CH:30]=[CH:29][CH:28]=[CH:27][CH:26]=2)=[CH:19][CH:18]=1)[CH2:9][CH:10]([CH3:12])[CH3:11])(C)(C)C, predict the reaction product. The product is: [NH2:7][C@@H:8]([CH2:9][CH:10]([CH3:12])[CH3:11])[CH2:13][NH:14][C@@H:15]([CH2:16][C:17]1[CH:18]=[CH:19][C:20]([O:23][CH2:24][C:25]2[CH:30]=[CH:29][CH:28]=[CH:27][CH:26]=2)=[CH:21][CH:22]=1)[C:31]([NH:32][C:33]([CH3:34])([CH3:35])[CH3:36])=[O:37]. (4) Given the reactants C(OC([NH:8][CH2:9][C@H:10]([NH:15][C:16](=[O:47])[C:17]1[CH:22]=[CH:21][C:20]([NH:23][C:24]2[N:29]=[C:28]([NH:30][C:31]3([C:34]4[CH:39]=[CH:38][C:37]([Cl:40])=[CH:36][CH:35]=4)[CH2:33][CH2:32]3)[N:27]=[C:26]([O:41][CH2:42][C:43]([F:46])([F:45])[F:44])[N:25]=2)=[CH:19][CH:18]=1)[C:11]([O:13][CH3:14])=[O:12])=O)(C)(C)C.C(O)(C(F)(F)F)=O, predict the reaction product. The product is: [NH2:8][CH2:9][C@H:10]([NH:15][C:16](=[O:47])[C:17]1[CH:22]=[CH:21][C:20]([NH:23][C:24]2[N:29]=[C:28]([NH:30][C:31]3([C:34]4[CH:35]=[CH:36][C:37]([Cl:40])=[CH:38][CH:39]=4)[CH2:32][CH2:33]3)[N:27]=[C:26]([O:41][CH2:42][C:43]([F:46])([F:45])[F:44])[N:25]=2)=[CH:19][CH:18]=1)[C:11]([O:13][CH3:14])=[O:12]. (5) Given the reactants [CH3:1][S:2]([CH2:5][CH2:6][CH2:7][O:8][C:9]1[C:10]([CH3:19])=[C:11]2[N:16]([CH:17]=1)[N:15]=[CH:14][N:13]=[C:12]2[OH:18])(=[O:4])=[O:3].O=P(Cl)(Cl)Cl.[F:25][C:26]1[C:34](O)=[CH:33][CH:32]=[C:31]2[C:27]=1[CH:28]=[C:29]([CH3:36])[NH:30]2.[H-].[Na+], predict the reaction product. The product is: [F:25][C:26]1[C:34]([O:18][C:12]2[C:11]3=[C:10]([CH3:19])[C:9]([O:8][CH2:7][CH2:6][CH2:5][S:2]([CH3:1])(=[O:4])=[O:3])=[CH:17][N:16]3[N:15]=[CH:14][N:13]=2)=[CH:33][CH:32]=[C:31]2[C:27]=1[CH:28]=[C:29]([CH3:36])[NH:30]2. (6) Given the reactants [Cl:1][C:2]1[CH:7]=[CH:6][C:5]([C:8]2[CH:9]=[C:10]([C:20]([OH:22])=O)[CH:11]=[N:12][C:13]=2[O:14][CH2:15][C:16]([F:19])([F:18])[F:17])=[CH:4][CH:3]=1.FC(F)(F)C(O)=O.C([Si](C)(C)[O:35][CH2:36][CH2:37][CH:38]1[CH2:43][CH2:42][N:41]([NH2:44])[CH2:40][CH2:39]1)(C)(C)C, predict the reaction product. The product is: [Cl:1][C:2]1[CH:7]=[CH:6][C:5]([C:8]2[CH:9]=[C:10]([C:20]([NH:44][N:41]3[CH2:42][CH2:43][CH:38]([CH2:37][CH2:36][OH:35])[CH2:39][CH2:40]3)=[O:22])[CH:11]=[N:12][C:13]=2[O:14][CH2:15][C:16]([F:19])([F:18])[F:17])=[CH:4][CH:3]=1. (7) Given the reactants Cl[C:2]1[CH:7]=[CH:6][CH:5]=[CH:4][N+:3]=1[O-:8].[NH2:9][CH2:10][CH2:11][CH2:12][OH:13].C([O-])(O)=O.[Na+].C(O)(CC)(C)C, predict the reaction product. The product is: [OH:13][CH2:12][CH2:11][CH2:10][NH:9][C:2]1[CH:7]=[CH:6][CH:5]=[CH:4][N+:3]=1[O-:8]. (8) Given the reactants [CH:1]1([NH:4][C:5](=[O:36])[CH:6]([OH:35])[C@@H:7]([NH:10][C:11](=[O:34])[C@@H:12]([NH:21][C@@H:22]([C:27]2[CH:32]=[CH:31][C:30]([F:33])=[CH:29][CH:28]=2)[C:23]([F:26])([F:25])[F:24])[CH2:13][S:14]([CH2:17][CH:18]2[CH2:20][CH2:19]2)(=[O:16])=[O:15])[CH2:8][CH3:9])[CH2:3][CH2:2]1, predict the reaction product. The product is: [CH:1]1([NH:4][C:5](=[O:36])[C:6](=[O:35])[C@@H:7]([NH:10][C:11](=[O:34])[C@@H:12]([NH:21][C@@H:22]([C:27]2[CH:32]=[CH:31][C:30]([F:33])=[CH:29][CH:28]=2)[C:23]([F:25])([F:24])[F:26])[CH2:13][S:14]([CH2:17][CH:18]2[CH2:20][CH2:19]2)(=[O:16])=[O:15])[CH2:8][CH3:9])[CH2:3][CH2:2]1. (9) Given the reactants Cl[C:2]([O:4][CH3:5])=[O:3].[Cl:6][C:7]1[CH:8]=[C:9]([CH2:13][CH2:14][NH2:15])[CH:10]=[CH:11][CH:12]=1.CCN(CC)CC, predict the reaction product. The product is: [CH3:5][O:4][C:2](=[O:3])[NH:15][CH2:14][CH2:13][C:9]1[CH:10]=[CH:11][CH:12]=[C:7]([Cl:6])[CH:8]=1.